Dataset: Forward reaction prediction with 1.9M reactions from USPTO patents (1976-2016). Task: Predict the product of the given reaction. (1) The product is: [Br:1][C:2]1[CH:3]=[C:4]([CH:12]2[C:21]3[C:16](=[CH:17][C:18]([N:22]([CH3:24])[CH3:23])=[CH:19][CH:20]=3)[O:15][CH:14]([OH:32])[CH2:13]2)[CH:5]=[C:6]([O:10][CH3:11])[C:7]=1[O:8][CH3:9]. Given the reactants [Br:1][C:2]1[CH:3]=[C:4]([CH:12]2[C:21]3[C:16](=[CH:17][C:18]([N:22]([CH3:24])[CH3:23])=[CH:19][CH:20]=3)[O:15][CH:14](N3CCOCC3)[CH2:13]2)[CH:5]=[C:6]([O:10][CH3:11])[C:7]=1[O:8][CH3:9].C([O-])(O)=[O:32].[Na+], predict the reaction product. (2) Given the reactants [Cl:1][C:2]1[CH:3]=[C:4](/[C:10](/[C:28]([F:31])([F:30])[F:29])=[CH:11]\[C:12]([C:14]2[CH:26]=[CH:25][C:17]([C:18]([O:20][C:21]([CH3:24])([CH3:23])[CH3:22])=[O:19])=[C:16]([CH3:27])[CH:15]=2)=O)[CH:5]=[C:6]([Cl:9])[C:7]=1[F:8].[NH2:32][OH:33].[OH-].[Cs+], predict the reaction product. The product is: [Cl:1][C:2]1[CH:3]=[C:4]([C@@:10]2([C:28]([F:31])([F:30])[F:29])[O:33][N:32]=[C:12]([C:14]3[CH:26]=[CH:25][C:17]([C:18]([O:20][C:21]([CH3:24])([CH3:23])[CH3:22])=[O:19])=[C:16]([CH3:27])[CH:15]=3)[CH2:11]2)[CH:5]=[C:6]([Cl:9])[C:7]=1[F:8]. (3) Given the reactants [Br:1][C:2]1[CH:3]=[CH:4][C:5]([CH:8]=[O:9])=[N:6][CH:7]=1.[N+:10]([CH:12](S(C1C=CC(C)=CC=1)(=O)=O)[CH3:13])#[C-:11].C([O-])([O-])=O.[K+].[K+], predict the reaction product. The product is: [Br:1][C:2]1[CH:3]=[CH:4][C:5]([C:8]2[O:9][CH:11]=[N:10][C:12]=2[CH3:13])=[N:6][CH:7]=1. (4) Given the reactants [NH2:1][CH2:2][CH2:3][CH2:4][CH2:5][NH2:6].[C:7]([O:14][CH2:15][CH3:16])(=[O:13])[C:8]([O:10]CC)=O, predict the reaction product. The product is: [CH2:15]([O:14][C:7](=[O:13])[C:8]([NH:1][CH2:2][CH2:3][CH2:4][CH2:5][NH:6][C:8](=[O:10])[C:7]([OH:14])=[O:13])=[O:10])[CH3:16]. (5) Given the reactants [CH3:1][N:2]([CH3:23])[C:3]([C:5]1[CH:6]=[C:7]([OH:22])[C:8]2[N:12]=[C:11]([CH3:13])[N:10](C(OC(C)(C)C)=O)[C:9]=2[CH:21]=1)=[O:4].[O:24]1[C:33]2[C:28](=[CH:29][CH:30]=[CH:31][CH:32]=2)[CH:27](O)[CH2:26][CH2:25]1, predict the reaction product. The product is: [O:24]1[C:33]2[C:28](=[CH:29][CH:30]=[CH:31][CH:32]=2)[CH:27]([O:22][C:7]2[C:8]3[N:12]=[C:11]([CH3:13])[NH:10][C:9]=3[CH:21]=[C:5]([C:3]([N:2]([CH3:1])[CH3:23])=[O:4])[CH:6]=2)[CH2:26][CH2:25]1. (6) Given the reactants ClC(OCC)=O.[F:7][C:8]1[CH:45]=[CH:44][C:11]([O:12][C:13]2[CH:18]=[CH:17][C:16]([S:19]([N:22]3[CH2:31][CH2:30][C:29]4[C:24](=[CH:25][CH:26]=[CH:27][C:28]=4[O:32][CH2:33][CH2:34][N:35]4[CH2:40][CH2:39][CH2:38][CH2:37][CH2:36]4)[CH:23]3[C:41]([OH:43])=O)(=[O:21])=[O:20])=[CH:15][CH:14]=2)=[CH:10][CH:9]=1.CN1CCOCC1.C[Si](C)(C)[O:55][NH2:56], predict the reaction product. The product is: [OH:55][NH:56][C:41]([CH:23]1[C:24]2[C:29](=[C:28]([O:32][CH2:33][CH2:34][N:35]3[CH2:36][CH2:37][CH2:38][CH2:39][CH2:40]3)[CH:27]=[CH:26][CH:25]=2)[CH2:30][CH2:31][N:22]1[S:19]([C:16]1[CH:15]=[CH:14][C:13]([O:12][C:11]2[CH:44]=[CH:45][C:8]([F:7])=[CH:9][CH:10]=2)=[CH:18][CH:17]=1)(=[O:20])=[O:21])=[O:43].